From a dataset of Forward reaction prediction with 1.9M reactions from USPTO patents (1976-2016). Predict the product of the given reaction. (1) The product is: [Cl:27][C:28]1[CH:35]=[CH:34][C:31]([CH2:32][NH:33][C:20]([C:19]2[C:14]([OH:13])=[C:15]3[CH:25]=[C:24]([I:26])[S:23][C:16]3=[N:17][CH:18]=2)=[O:22])=[CH:30][CH:29]=1. Given the reactants C(N1C=CN=C1)(N1C=CN=C1)=O.[OH:13][C:14]1[C:19]([C:20]([OH:22])=O)=[CH:18][N:17]=[C:16]2[S:23][C:24]([I:26])=[CH:25][C:15]=12.[Cl:27][C:28]1[CH:35]=[CH:34][C:31]([CH2:32][NH2:33])=[CH:30][CH:29]=1.CC(O)=O, predict the reaction product. (2) Given the reactants [Cl:1][C:2]1[C:10]([C:11]([F:14])([F:13])[F:12])=[CH:9][CH:8]=[CH:7][C:3]=1C(O)=O.C([N:17]([CH2:20]C)CC)C.C1(P(N=[N+]=[N-])(C2C=CC=CC=2)=[O:29])C=CC=CC=1.[C:39]([OH:43])([CH3:42])([CH3:41])[CH3:40], predict the reaction product. The product is: [Cl:1][C:2]1[C:10]([C:11]([F:12])([F:13])[F:14])=[CH:9][CH:8]=[CH:7][C:3]=1[NH:17][C:20](=[O:29])[O:43][C:39]([CH3:42])([CH3:41])[CH3:40]. (3) The product is: [CH3:24][C:18]1[CH:19]=[C:20]([CH3:23])[CH:21]=[CH:22][C:17]=1[N:14]1[CH2:13][CH2:12][N:11]([C:9]([C:5]2[C:6]([CH3:8])=[N:7][C:2]([N:1]3[CH2:33][CH2:34][CH2:35][S:36]3(=[O:38])=[O:37])=[CH:3][CH:4]=2)=[O:10])[CH2:16][CH2:15]1. Given the reactants [NH2:1][C:2]1[N:7]=[C:6]([CH3:8])[C:5]([C:9]([N:11]2[CH2:16][CH2:15][N:14]([C:17]3[CH:22]=[CH:21][C:20]([CH3:23])=[CH:19][C:18]=3[CH3:24])[CH2:13][CH2:12]2)=[O:10])=[CH:4][CH:3]=1.C(N(CC)CC)C.Cl[CH2:33][CH2:34][CH2:35][S:36](Cl)(=[O:38])=[O:37].O, predict the reaction product. (4) The product is: [S:12]([S:16]([OH:18])=[O:17])([OH:15])(=[O:14])=[O:13].[CH:1]1([CH:7]=[O:8])[CH2:6][CH2:5][CH2:4][CH2:3][CH2:2]1. Given the reactants [CH:1]1([CH:7]=[O:8])[CH2:6][CH2:5][CH2:4][CH2:3][CH2:2]1.C(O)C.[S:12]([S:16]([O-:18])=[O:17])([O-:15])(=[O:14])=[O:13].[Na+].[Na+], predict the reaction product. (5) Given the reactants [Br:1][C:2]1[CH:11]=[C:10]2[C:5]([C:6](Cl)=[C:7]([C:12]([NH2:14])=[O:13])[N:8]=[N:9]2)=[CH:4][CH:3]=1.[F:16][C:17]1[CH:23]=[C:22]([CH3:24])[CH:21]=[CH:20][C:18]=1[NH2:19].C(O)(=O)C, predict the reaction product. The product is: [Br:1][C:2]1[CH:11]=[C:10]2[C:5]([C:6]([NH:19][C:18]3[CH:20]=[CH:21][C:22]([CH3:24])=[CH:23][C:17]=3[F:16])=[C:7]([C:12]([NH2:14])=[O:13])[N:8]=[N:9]2)=[CH:4][CH:3]=1. (6) Given the reactants [CH3:1][C:2]([O:17][Si:18]([CH3:21])([CH3:20])[CH3:19])([CH2:15][CH3:16])[C:3]#[C:4][Si:5]([CH3:14])([CH3:13])[CH2:6][CH2:7][SiH2:8][CH:9]=C(C)C.[Cl:22][C:23]1[CH:30]=[CH:29][C:26]([CH:27]=[CH2:28])=[CH:25][CH:24]=1.[C:31]1(C)C=CC=CC=1, predict the reaction product. The product is: [CH3:1][C:2]([O:17][Si:18]([CH3:19])([CH3:20])[CH3:21])([CH2:15][CH3:16])[C:3]#[C:4][Si:5]([CH3:13])([CH3:14])[CH2:6][CH2:7][Si:8](/[CH:28]=[CH:27]/[C:26]1[CH:29]=[CH:30][C:23]([Cl:22])=[CH:24][CH:25]=1)([CH3:9])[CH3:31]. (7) Given the reactants [CH:1]1([C:7]2[CH:12]=[CH:11][C:10]([OH:13])=[CH:9][CH:8]=2)[CH2:6][CH2:5][CH2:4][CH2:3][CH2:2]1.[CH2:14]1[O:16][C@H:15]1[CH2:17]Cl, predict the reaction product. The product is: [CH:1]1([C:7]2[CH:8]=[CH:9][C:10]([O:13][CH2:17][C@@H:15]3[CH2:14][O:16]3)=[CH:11][CH:12]=2)[CH2:2][CH2:3][CH2:4][CH2:5][CH2:6]1. (8) Given the reactants [Cl:1][C:2]1[C:3]([O:12][C:13]2[CH:18]=[C:17]([O:19][CH:20]([CH3:22])[CH3:21])[CH:16]=[CH:15][C:14]=2/[CH:23]=[C:24](\[CH3:28])/[C:25]([OH:27])=O)=[N:4][CH:5]=[C:6]([C:8]([F:11])([F:10])[F:9])[CH:7]=1.[CH3:29][C:30]1[N:31]=[CH:32][C:33]([CH2:36][NH:37][S:38]([NH2:41])(=[O:40])=[O:39])=[N:34][CH:35]=1.Cl.C(N=C=NCCCN(C)C)C.CN(C)C=O, predict the reaction product. The product is: [Cl:1][C:2]1[C:3]([O:12][C:13]2[CH:18]=[C:17]([O:19][CH:20]([CH3:22])[CH3:21])[CH:16]=[CH:15][C:14]=2/[CH:23]=[C:24](\[CH3:28])/[C:25]([NH:41][S:38]([NH:37][CH2:36][C:33]2[CH:32]=[N:31][C:30]([CH3:29])=[CH:35][N:34]=2)(=[O:39])=[O:40])=[O:27])=[N:4][CH:5]=[C:6]([C:8]([F:9])([F:11])[F:10])[CH:7]=1.